Dataset: Full USPTO retrosynthesis dataset with 1.9M reactions from patents (1976-2016). Task: Predict the reactants needed to synthesize the given product. (1) Given the product [NH:11]1[CH2:12][CH2:13][NH:8][CH2:9][C@@H:10]1[CH2:14][C:15]#[N:16], predict the reactants needed to synthesize it. The reactants are: C(OC([N:8]1[CH2:13][CH2:12][NH:11][C@@H:10]([CH2:14][C:15]#[N:16])[CH2:9]1)=O)(C)(C)C.Cl. (2) Given the product [CH:1]1([CH2:6][CH:7]([C:11]2[CH:16]=[CH:15][C:14]([S:17]([CH3:20])(=[O:19])=[O:18])=[C:13]([N+:21]([O-:23])=[O:22])[CH:12]=2)[C:8]([NH:58][C:59]2[CH:68]=[CH:67][C:66]3[C:61](=[CH:62][CH:63]=[CH:64][CH:65]=3)[N:60]=2)=[O:9])[CH2:2][CH2:3][CH2:4][CH2:5]1, predict the reactants needed to synthesize it. The reactants are: [CH:1]1([CH2:6][CH:7]([C:11]2[CH:16]=[CH:15][C:14]([S:17]([CH3:20])(=[O:19])=[O:18])=[C:13]([N+:21]([O-:23])=[O:22])[CH:12]=2)[C:8](O)=[O:9])[CH2:5][CH2:4][CH2:3][CH2:2]1.C(N(CC)CC)C.F[P-](F)(F)(F)(F)F.N1(O[P+](N(C)C)(N(C)C)N(C)C)C2C=CC=CC=2N=N1.[NH2:58][C:59]1[CH:68]=[CH:67][C:66]2[C:61](=[CH:62][CH:63]=[CH:64][CH:65]=2)[N:60]=1. (3) Given the product [NH2:15][C:6]1[CH:5]=[CH:10][C:9]([C:11]([F:12])([F:13])[F:14])=[CH:8][C:7]=1[C:2]#[N:3], predict the reactants needed to synthesize it. The reactants are: [Cu][C:2]#[N:3].Br[C:5]1[CH:10]=[C:9]([C:11]([F:14])([F:13])[F:12])[CH:8]=[CH:7][C:6]=1[NH2:15].